Dataset: Catalyst prediction with 721,799 reactions and 888 catalyst types from USPTO. Task: Predict which catalyst facilitates the given reaction. (1) Reactant: C([O:4][C:5]1[CH:6]=[C:7]2[C:12](=[CH:13][C:14]=1[O:15][CH3:16])[N:11]=[CH:10][N:9]=[C:8]2[NH:17][C:18]1[CH:23]=[CH:22][C:21]([F:24])=[CH:20][CH:19]=1)(=O)C.[OH-].[Na+].Cl. Product: [F:24][C:21]1[CH:20]=[CH:19][C:18]([NH:17][C:8]2[C:7]3[C:12](=[CH:13][C:14]([O:15][CH3:16])=[C:5]([OH:4])[CH:6]=3)[N:11]=[CH:10][N:9]=2)=[CH:23][CH:22]=1. The catalyst class is: 5. (2) The catalyst class is: 1. Reactant: [OH:1][C:2]1[C:7]2[CH2:8][O:9][C@@H:10]3[C@@H:14]([C:6]=2[CH:5]=[CH:4][CH:3]=1)[CH2:13][N:12]([C:15]([O:17][C:18]([CH3:21])([CH3:20])[CH3:19])=[O:16])[CH2:11]3.[H-].[Na+].C1C=CC(N([S:31]([C:34]([F:37])([F:36])[F:35])(=[O:33])=[O:32])[S:31]([C:34]([F:37])([F:36])[F:35])(=[O:33])=[O:32])=CC=1. Product: [F:35][C:34]([F:37])([F:36])[S:31]([O:1][C:2]1[C:7]2[CH2:8][O:9][C@@H:10]3[C@@H:14]([C:6]=2[CH:5]=[CH:4][CH:3]=1)[CH2:13][N:12]([C:15]([O:17][C:18]([CH3:21])([CH3:20])[CH3:19])=[O:16])[CH2:11]3)(=[O:33])=[O:32].